From a dataset of Reaction yield outcomes from USPTO patents with 853,638 reactions. Predict the reaction yield, written as a fraction of the theoretical maximum amount of product (1.0 means a 100% yield; for example, 0.34 means a 34% yield). (1) The yield is 0.110. No catalyst specified. The product is [NH2:28][C:23]1[N:24]([CH3:27])[C:25](=[O:26])[C@:10]2([N:22]=1)[C:9]1[CH:8]=[C:7]([C:41]3[C:36]([F:35])=[N:37][CH:38]=[CH:39][CH:40]=3)[C:16]([F:17])=[CH:15][C:14]=1[O:13][C@H:12]1[CH2:18][CH2:19][O:20][CH2:21][C@H:11]21. The reactants are FC(F)(F)S(O[C:7]1[C:16]([F:17])=[CH:15][C:14]2[O:13][C@H:12]3[CH2:18][CH2:19][O:20][CH2:21][C@@H:11]3[C@:10]3([C:25](=[O:26])[N:24]([CH3:27])[C:23](/[N:28]=C/N(C)C)=[N:22]3)[C:9]=2[CH:8]=1)(=O)=O.[F:35][C:36]1[C:41](B(O)O)=[CH:40][CH:39]=[CH:38][N:37]=1. (2) The reactants are [F:1][C:2]1[CH:3]=[C:4]2[N:10]=[CH:9][NH:8][C:5]2=[N:6][CH:7]=1.[H-].[Na+].Cl[CH2:14][C:15]1[CH:25]=[CH:24][C:18]2[N:19]=[C:20]([S:22][CH3:23])[S:21][C:17]=2[CH:16]=1.O. The catalyst is CN(C=O)C. The product is [F:1][C:2]1[CH:3]=[C:4]2[N:10]=[CH:9][N:8]([CH2:14][C:15]3[CH:25]=[CH:24][C:18]4[N:19]=[C:20]([S:22][CH3:23])[S:21][C:17]=4[CH:16]=3)[C:5]2=[N:6][CH:7]=1. The yield is 0.450. (3) The reactants are [C:1]([C:4]1[CH:9]=[CH:8][C:7]([O:10][CH3:11])=[CH:6][C:5]=1[NH:12][C:13]([C:15]1[S:16][CH:17]=[C:18]([CH:20]([CH3:22])[CH3:21])[N:19]=1)=O)(=[O:3])[CH3:2].CC(C)([O-])C.[K+]. The catalyst is CC(O)(C)C. The product is [CH:20]([C:18]1[N:19]=[C:15]([C:13]2[CH:2]=[C:1]([OH:3])[C:4]3[C:5](=[CH:6][C:7]([O:10][CH3:11])=[CH:8][CH:9]=3)[N:12]=2)[S:16][CH:17]=1)([CH3:22])[CH3:21]. The yield is 0.710. (4) The reactants are [CH3:1][O:2][C:3]([C:5]1([NH:11][C:12]([C:14]2[CH:19]=[CH:18][C:17]([CH2:20]Cl)=[CH:16][CH:15]=2)=[O:13])[CH2:10][CH2:9][CH2:8][CH2:7][CH2:6]1)=[O:4].[NH:22]1[CH2:27][CH2:26][O:25][CH2:24][CH2:23]1. No catalyst specified. The product is [CH3:1][O:2][C:3]([C:5]1([NH:11][C:12]([C:14]2[CH:19]=[CH:18][C:17]([CH2:20][N:22]3[CH2:27][CH2:26][O:25][CH2:24][CH2:23]3)=[CH:16][CH:15]=2)=[O:13])[CH2:10][CH2:9][CH2:8][CH2:7][CH2:6]1)=[O:4]. The yield is 0.830. (5) The reactants are [Br:1][C:2]1[CH:7]=[CH:6][C:5]([N:8]2[C:17]3[C:12](=[CH:13][C:14]([S:18](Cl)(=[O:20])=[O:19])=[CH:15][CH:16]=3)[N:11]=[CH:10][C:9]2=[O:22])=[C:4]([O:23][CH3:24])[CH:3]=1.C(Cl)Cl.[NH2:28][C:29]1[CH:33]=[CH:32][O:31][N:30]=1. The catalyst is N1C=CC=CC=1. The product is [Br:1][C:2]1[CH:7]=[CH:6][C:5]([N:8]2[C:17]3[C:12](=[CH:13][C:14]([S:18]([NH:28][C:29]4[CH:33]=[CH:32][O:31][N:30]=4)(=[O:20])=[O:19])=[CH:15][CH:16]=3)[N:11]=[CH:10][C:9]2=[O:22])=[C:4]([O:23][CH3:24])[CH:3]=1. The yield is 0.850. (6) The reactants are [CH3:1][O:2][C:3](=[O:27])[CH:4]([C:8]1[C:9](Cl)=[N:10][C:11]([N:20]2[CH2:25][CH2:24][CH2:23][CH2:22][CH2:21]2)=[N:12][C:13]=1[C:14]1[CH:19]=[CH:18][CH:17]=[CH:16][CH:15]=1)[CH2:5][CH2:6][CH3:7].B(O)(O)[C:29]1[CH:30]=[CH:31][C:32](C)=[CH:33][CH:34]=1.[CH:38](N(CC)C(C)C)(C)C. The catalyst is COCCOC.O.[Pd].C1(P(C2C=CC=CC=2)C2C=CC=CC=2)C=CC=CC=1.C1(P(C2C=CC=CC=2)C2C=CC=CC=2)C=CC=CC=1.C1(P(C2C=CC=CC=2)C2C=CC=CC=2)C=CC=CC=1.C1(P(C2C=CC=CC=2)C2C=CC=CC=2)C=CC=CC=1. The product is [C:29]1([C:9]2[C:8]([CH:4]([CH2:5][CH2:6][CH3:7])[C:3]([O:2][CH3:1])=[O:27])=[C:13]([C:14]3[CH:19]=[CH:18][C:17]([CH3:38])=[CH:16][CH:15]=3)[N:12]=[C:11]([N:20]3[CH2:25][CH2:24][CH2:23][CH2:22][CH2:21]3)[N:10]=2)[CH:30]=[CH:31][CH:32]=[CH:33][CH:34]=1. The yield is 0.450. (7) The reactants are [N:1]1([C:6]2[CH:7]=[N:8][CH:9]=[CH:10][CH:11]=2)[CH:5]=[CH:4][CH:3]=[N:2]1.[Br:12]N1C(=O)CCC1=O. The catalyst is C(#N)C.CCOC(C)=O. The product is [Br:12][C:4]1[CH:3]=[N:2][N:1]([C:6]2[CH:7]=[N:8][CH:9]=[CH:10][CH:11]=2)[CH:5]=1. The yield is 0.910. (8) The reactants are CC(C)([O-])C.[K+].[C:7]([N:26]1[CH:30]=[C:29]([CH:31]=O)[N:28]=[CH:27]1)([C:20]1[CH:25]=[CH:24][CH:23]=[CH:22][CH:21]=1)([C:14]1[CH:19]=[CH:18][CH:17]=[CH:16][CH:15]=1)[C:8]1[CH:13]=[CH:12][CH:11]=[CH:10][CH:9]=1.[I-].[C:34]([O:38][C:39]([N:41]1[CH2:46][CH2:45][CH:44]([CH2:47][P+](C2C=CC=CC=2)(C2C=CC=CC=2)C2C=CC=CC=2)[CH2:43][CH2:42]1)=[O:40])([CH3:37])([CH3:36])[CH3:35].C(OCC)(=O)C. The catalyst is C1COCC1. The product is [C:7]([N:26]1[CH:30]=[C:29](/[CH:31]=[CH:47]\[CH:44]2[CH2:43][CH2:42][N:41]([C:39]([O:38][C:34]([CH3:35])([CH3:36])[CH3:37])=[O:40])[CH2:46][CH2:45]2)[N:28]=[CH:27]1)([C:14]1[CH:15]=[CH:16][CH:17]=[CH:18][CH:19]=1)([C:20]1[CH:25]=[CH:24][CH:23]=[CH:22][CH:21]=1)[C:8]1[CH:13]=[CH:12][CH:11]=[CH:10][CH:9]=1. The yield is 0.510. (9) The reactants are C(O[K])(C)(C)C.[NH:7]1[CH:11]=[CH:10][CH:9]=[N:8]1.Cl[C:13]1[N:18]=[C:17]([C:19]2[CH:24]=[CH:23][CH:22]=[CH:21][N:20]=2)[CH:16]=[CH:15][CH:14]=1. The catalyst is O. The product is [CH:23]1[CH:22]=[CH:21][N:20]=[C:19]([C:17]2[CH:16]=[CH:15][CH:14]=[CH:13][N:18]=2)[CH:24]=1.[NH:7]1[CH:11]=[CH:10][CH:9]=[N:8]1. The yield is 0.390. (10) The reactants are Br[C:2]1[C:3]2[C:8]([CH:9]=[C:10]3[C:15]=1[CH:14]=[CH:13][CH:12]=[CH:11]3)=[CH:7][CH:6]=[CH:5][CH:4]=2.[C:16]1(B(O)O)[CH:21]=[CH:20][CH:19]=[CH:18][CH:17]=1.C(=O)([O-])[O-].[Na+].[Na+]. The catalyst is C1(C)C=CC=CC=1.C(O)C. The product is [C:16]1([C:2]2[C:3]3[C:8]([CH:9]=[C:10]4[C:15]=2[CH:14]=[CH:13][CH:12]=[CH:11]4)=[CH:7][CH:6]=[CH:5][CH:4]=3)[CH:21]=[CH:20][CH:19]=[CH:18][CH:17]=1. The yield is 0.912.